Predict which catalyst facilitates the given reaction. From a dataset of Catalyst prediction with 721,799 reactions and 888 catalyst types from USPTO. (1) Reactant: [C:1]([O:5][C:6]([N:8]1[CH2:13][CH2:12][CH2:11][CH:10]([C:14]2[CH:19]=[CH:18][CH:17]=[C:16]([OH:20])[CH:15]=2)[CH2:9]1)=[O:7])([CH3:4])([CH3:3])[CH3:2].[OH2:21].Cl[C:23](Cl)(Cl)[C:24]([CH3:27])(O)[CH3:25].[OH-:30].[Na+]. Product: [C:1]([O:5][C:6]([N:8]1[CH2:13][CH2:12][CH2:11][CH:10]([C:14]2[CH:19]=[CH:18][CH:17]=[C:16]([O:20][C:24]([C:23]([OH:30])=[O:21])([CH3:25])[CH3:27])[CH:15]=2)[CH2:9]1)=[O:7])([CH3:4])([CH3:2])[CH3:3]. The catalyst class is: 21. (2) Reactant: [Cl:1][C:2]1[CH:7]=[CH:6][CH:5]=[C:4]([CH3:8])[C:3]=1[NH:9][C:10]1[NH:11][C:12]2[C:18]3[CH2:19][C:20]([CH3:23])([CH3:22])[O:21][C:17]=3[C:16]([C:24]([OH:26])=O)=[CH:15][C:13]=2[N:14]=1.S(Cl)(Cl)=O.[CH:31]1([C:34]2[CH:35]=[CH:36][C:37]([F:41])=[C:38]([CH:40]=2)[NH2:39])[CH2:33][CH2:32]1.CCN(C(C)C)C(C)C. Product: [Cl:1][C:2]1[CH:7]=[CH:6][CH:5]=[C:4]([CH3:8])[C:3]=1[NH:9][C:10]1[NH:11][C:12]2[C:18]3[CH2:19][C:20]([CH3:23])([CH3:22])[O:21][C:17]=3[C:16]([C:24]([NH:39][C:38]3[CH:40]=[C:34]([CH:31]4[CH2:32][CH2:33]4)[CH:35]=[CH:36][C:37]=3[F:41])=[O:26])=[CH:15][C:13]=2[N:14]=1. The catalyst class is: 1. (3) Reactant: [C:1]([C:4]1[O:5][C:6]2[CH:16]=[C:15]([N:17]([CH3:22])[S:18]([CH3:21])(=[O:20])=[O:19])[C:14](Br)=[CH:13][C:7]=2[C:8]=1[C:9]([NH:11][CH3:12])=[O:10])(=[O:3])[CH3:2].CC([O-])=O.[K+].[CH3:29][C:30]1([CH3:46])[C:34]([CH3:36])([CH3:35])[O:33][B:32]([B:32]2[O:33][C:34]([CH3:36])([CH3:35])[C:30]([CH3:46])([CH3:29])[O:31]2)[O:31]1. Product: [C:1]([C:4]1[O:5][C:6]2[CH:16]=[C:15]([N:17]([CH3:22])[S:18]([CH3:21])(=[O:20])=[O:19])[C:14]([B:32]3[O:33][C:34]([CH3:36])([CH3:35])[C:30]([CH3:46])([CH3:29])[O:31]3)=[CH:13][C:7]=2[C:8]=1[C:9]([NH:11][CH3:12])=[O:10])(=[O:3])[CH3:2]. The catalyst class is: 75. (4) Reactant: [Cl:1][CH2:2][CH2:3][CH2:4][O:5][C:6]1[CH:11]=[CH:10][C:9]([C:12]2[CH:17]=[CH:16][C:15]([C:18](Cl)=[O:19])=[CH:14][CH:13]=2)=[CH:8][CH:7]=1.[NH:21]1[CH2:26][CH2:25][O:24][CH2:23][CH2:22]1.C(N(C(C)C)CC)(C)C. Product: [Cl:1][CH2:2][CH2:3][CH2:4][O:5][C:6]1[CH:11]=[CH:10][C:9]([C:12]2[CH:17]=[CH:16][C:15]([C:18]([N:21]3[CH2:26][CH2:25][O:24][CH2:23][CH2:22]3)=[O:19])=[CH:14][CH:13]=2)=[CH:8][CH:7]=1. The catalyst class is: 4. (5) Reactant: N(C(OCC)=O)=NC(OCC)=O.[OH:13][CH:14]1[CH2:19][CH2:18][N:17]([C:20]([O:22][C:23]([CH3:26])([CH3:25])[CH3:24])=[O:21])[CH2:16][CH:15]1[CH3:27].[Cl:28][C:29]1[CH:34]=[CH:33][C:32](O)=[CH:31][CH:30]=1.C1(P(C2C=CC=CC=2)C2C=CC=CC=2)C=CC=CC=1. The catalyst class is: 305. Product: [Cl:28][C:29]1[CH:34]=[CH:33][C:32]([O:13][CH:14]2[CH2:19][CH2:18][N:17]([C:20]([O:22][C:23]([CH3:26])([CH3:25])[CH3:24])=[O:21])[CH2:16][CH:15]2[CH3:27])=[CH:31][CH:30]=1. (6) Reactant: O1CCCCC1[O:7][CH2:8][C:9]1[CH:13]=[C:12]([CH2:14][N:15]2[CH2:20][CH2:19][O:18][CH2:17][CH2:16]2)[O:11][N:10]=1.Cl.C([O-])([O-])=O.[K+].[K+]. Product: [N:15]1([CH2:14][C:12]2[O:11][N:10]=[C:9]([CH2:8][OH:7])[CH:13]=2)[CH2:20][CH2:19][O:18][CH2:17][CH2:16]1. The catalyst class is: 5. (7) Reactant: [H-].[Na+].[Cl-].[OH:4][NH3+:5].[F:6][C:7]1[CH:8]=[C:9]2[C:13](=[CH:14][CH:15]=1)[NH:12][C:11](=[O:16])/[C:10]/2=[CH:17]\[C:18]1[NH:22][C:21]([CH3:23])=[C:20]([C:24]([NH:26][CH2:27][CH2:28][C:29](OC)=[O:30])=[O:25])[C:19]=1[CH3:33]. Product: [OH:4][NH:5][C:29]([CH2:28][CH2:27][NH:26][C:24]([C:20]1[C:19]([CH3:33])=[C:18](/[CH:17]=[C:10]2\[C:11](=[O:16])[NH:12][C:13]3[C:9]\2=[CH:8][C:7]([F:6])=[CH:15][CH:14]=3)[NH:22][C:21]=1[CH3:23])=[O:25])=[O:30]. The catalyst class is: 623.